The task is: Predict the product of the given reaction.. This data is from Forward reaction prediction with 1.9M reactions from USPTO patents (1976-2016). (1) Given the reactants [OH:1][CH2:2][C@@H:3]1[CH2:7][O:6][C:5](=[O:8])[N:4]1[C:9]1[CH:14]=[CH:13][C:12]([C:15]([N:17]2[CH2:22][CH2:21][N:20]([C:23]3[C:28]([CH3:29])=[CH:27][C:26]([CH3:30])=[C:25]([CH3:31])[N:24]=3)[CH2:19][CH2:18]2)=[O:16])=[CH:11][CH:10]=1.Br[CH2:33][CH2:34][O:35][CH3:36], predict the reaction product. The product is: [CH3:36][O:35][CH2:34][CH2:33][O:1][CH2:2][C@@H:3]1[CH2:7][O:6][C:5](=[O:8])[N:4]1[C:9]1[CH:14]=[CH:13][C:12]([C:15]([N:17]2[CH2:18][CH2:19][N:20]([C:23]3[C:28]([CH3:29])=[CH:27][C:26]([CH3:30])=[C:25]([CH3:31])[N:24]=3)[CH2:21][CH2:22]2)=[O:16])=[CH:11][CH:10]=1. (2) Given the reactants [Cl:1][C:2]1[CH:3]=[C:4]([CH:27]=[CH:28][C:29]=1[F:30])[NH:5][C:6]1[C:15]2[C:10](=[CH:11][C:12]([O:22][CH2:23][CH3:24])=[C:13]([NH:16][C:17](=[O:21])[CH:18]=[CH:19][CH3:20])[CH:14]=2)[N:9]=[CH:8][C:7]=1[C:25]#[N:26].[CH3:31][NH:32][CH3:33], predict the reaction product. The product is: [Cl:1][C:2]1[CH:3]=[C:4]([CH:27]=[CH:28][C:29]=1[F:30])[NH:5][C:6]1[C:15]2[C:10](=[CH:11][C:12]([O:22][CH2:23][CH3:24])=[C:13]([NH:16][C:17](=[O:21])[CH2:18][CH:19]([N:32]([CH3:33])[CH3:31])[CH3:20])[CH:14]=2)[N:9]=[CH:8][C:7]=1[C:25]#[N:26]. (3) Given the reactants [CH3:1][O:2][C:3](=[O:16])[C:4]1[CH:9]=[C:8]([S:10](=[O:14])(=[O:13])[NH:11][CH3:12])[CH:7]=[CH:6][C:5]=1[OH:15].[CH3:17][CH:18]([CH3:21])[CH2:19]O.C1(P(C2C=CC=CC=2)C2C=CC=CC=2)C=CC=CC=1.N(C(OC(C)(C)C)=O)=NC(OC(C)(C)C)=O, predict the reaction product. The product is: [CH3:1][O:2][C:3](=[O:16])[C:4]1[CH:9]=[C:8]([S:10](=[O:14])(=[O:13])[NH:11][CH3:12])[CH:7]=[CH:6][C:5]=1[O:15][CH2:17][CH:18]([CH3:21])[CH3:19]. (4) Given the reactants ClC1C(C2C=C3C(=CC=2)NN=C3)=CC=CN=1.[Cl:17][C:18]1[C:23]([C:24]2[CH:33]=[C:32]3[C:27]([CH:28]=[CH:29][N:30]=[CH:31]3)=[CH:26][CH:25]=2)=[CH:22][CH:21]=[CH:20][N:19]=1.BrC1C=C2C(C=CN=C2)=CC=1.ClC1C(B2OC(C)(C)C(C)(C)O2)=CC=CN=1.C([O-])([O-])=O.[Na+].[Na+], predict the reaction product. The product is: [Cl:17][C:18]1[C:23]([C:24]2[CH:25]=[C:26]3[C:31](=[CH:32][CH:33]=2)[N:30]=[CH:29][CH:28]=[CH:27]3)=[CH:22][CH:21]=[CH:20][N:19]=1. (5) Given the reactants CN(C(ON1N=NC2C=CC=CC1=2)=[N+](C)C)C.F[P-](F)(F)(F)(F)F.[NH2:25][C@H:26]([C:31]([OH:33])=[O:32])[CH2:27][C:28](O)=O.N[C@H]([C:40]([OH:42])=[O:41])CCCC.C1(O)C=CC=CC=1.C([SiH](C(C)C)C(C)C)(C)C.C(O)(C(F)(F)F)=O, predict the reaction product. The product is: [NH2:25][C@H:26]([C:31]([OH:33])=[O:32])[CH2:27][CH2:28][C:40]([OH:42])=[O:41]. (6) Given the reactants [CH2:1]([C:5]1([Li])[C:9]([CH3:10])=[C:8]([CH3:11])[C:7]([CH3:12])=[C:6]1[CH3:13])[CH:2]([CH3:4])[CH3:3].[Cl-:15].[Cl-].[Cl-].[Cl-].[Zr+4:19], predict the reaction product. The product is: [Cl-:15].[Cl-:15].[CH2:1]([C:5]1([Zr+2:19][C:5]2([CH2:1][CH:2]([CH3:4])[CH3:3])[C:9]([CH3:10])=[C:8]([CH3:11])[C:7]([CH3:12])=[C:6]2[CH3:13])[C:9]([CH3:10])=[C:8]([CH3:11])[C:7]([CH3:12])=[C:6]1[CH3:13])[CH:2]([CH3:4])[CH3:3].